Predict the reactants needed to synthesize the given product. From a dataset of Retrosynthesis with 50K atom-mapped reactions and 10 reaction types from USPTO. (1) The reactants are: Cc1ncc[nH]1.Fc1ccc(CNc2cncc(Cl)n2)cc1. Given the product Cc1nccn1-c1cncc(NCc2ccc(F)cc2)n1, predict the reactants needed to synthesize it. (2) The reactants are: CN.COc1ccc(CBr)cc1[N+](=O)[O-]. Given the product CNCc1ccc(OC)c([N+](=O)[O-])c1, predict the reactants needed to synthesize it. (3) Given the product CCOC(C)OC1CCC(C)(C)CC1C(=O)OC, predict the reactants needed to synthesize it. The reactants are: C=COCC.COC(=O)C1CC(C)(C)CCC1O. (4) Given the product O=C(C=Cc1cccnc1)Nc1ccc(S(=O)(=O)c2cccc(OC(F)(F)F)c2)cc1, predict the reactants needed to synthesize it. The reactants are: Nc1ccc(S(=O)(=O)c2cccc(OC(F)(F)F)c2)cc1.O=C(Cl)C=Cc1cccnc1. (5) Given the product Nc1ccc2c(c1)NCCC2, predict the reactants needed to synthesize it. The reactants are: O=[N+]([O-])c1ccc2c(c1)NCCC2.